Dataset: Reaction yield outcomes from USPTO patents with 853,638 reactions. Task: Predict the reaction yield, written as a fraction of the theoretical maximum amount of product (1.0 means a 100% yield; for example, 0.34 means a 34% yield). (1) The product is [CH3:1][N:2]([C@H:3]([CH2:22][C:23]1[CH:28]=[CH:27][CH:26]=[CH:25][CH:24]=1)[C:4]([N:6]1[CH2:7][CH2:8][N:9]([C:12]2[C:21]3[C:16](=[CH:17][CH:18]=[CH:19][CH:20]=3)[N:15]=[CH:14][N:13]=2)[CH2:10][CH2:11]1)=[O:5])[CH3:33]. The reactants are [CH3:1][NH:2][C@H:3]([CH2:22][C:23]1[CH:28]=[CH:27][CH:26]=[CH:25][CH:24]=1)[C:4]([N:6]1[CH2:11][CH2:10][N:9]([C:12]2[C:21]3[C:16](=[CH:17][CH:18]=[CH:19][CH:20]=3)[N:15]=[CH:14][N:13]=2)[CH2:8][CH2:7]1)=[O:5].C=O.[BH-](OC(C)=O)(OC(C)=O)O[C:33](C)=O.[Na+].C([O-])(O)=O.[Na+]. The catalyst is ClCCCl. The yield is 0.410. (2) The reactants are [CH:1]([O:4][C:5]([N:7]1[CH2:12][CH2:11][CH:10]([O:13][C:14]2[C:19]([CH3:20])=[C:18](Cl)[N:17]=[CH:16][N:15]=2)[CH2:9][CH2:8]1)=[O:6])([CH3:3])[CH3:2].CC(C)([O-])C.[Na+].[Cl:28][C:29]1[N:34]=[C:33]([CH3:35])[C:32]([NH2:36])=[CH:31][CH:30]=1. The catalyst is O1CCOCC1.C([O-])(=O)C.[Pd+2].C([O-])(=O)C.C1(C2C=CC=CC=2)C=CC=C(P(C(C)(C)C)C(C)(C)C)C=1. The product is [CH:1]([O:4][C:5]([N:7]1[CH2:12][CH2:11][CH:10]([O:13][C:14]2[C:19]([CH3:20])=[C:18]([NH:36][C:32]3[C:33]([CH3:35])=[N:34][C:29]([Cl:28])=[CH:30][CH:31]=3)[N:17]=[CH:16][N:15]=2)[CH2:9][CH2:8]1)=[O:6])([CH3:3])[CH3:2]. The yield is 0.310. (3) The reactants are Cl[C:2]1[CH:7]=[C:6]([NH:8][C:9]2[CH:18]=[CH:17][CH:16]=[CH:15][C:10]=2[C:11]([NH:13][CH3:14])=[O:12])[C:5]([CH:19]2[CH2:21][CH2:20]2)=[CH:4][N:3]=1.[CH2:22]([N:24]1[C:28]([NH2:29])=[CH:27][C:26]([CH3:30])=[N:25]1)[CH3:23].C([O-])([O-])=O.[Cs+].[Cs+].CC1(C)C2C(=C(P(C3C=CC=CC=3)C3C=CC=CC=3)C=CC=2)OC2C(P(C3C=CC=CC=3)C3C=CC=CC=3)=CC=CC1=2. The catalyst is C1C=CC(/C=C/C(/C=C/C2C=CC=CC=2)=O)=CC=1.C1C=CC(/C=C/C(/C=C/C2C=CC=CC=2)=O)=CC=1.C1C=CC(/C=C/C(/C=C/C2C=CC=CC=2)=O)=CC=1.[Pd].[Pd].O1CCOCC1. The product is [CH:19]1([C:5]2[C:6]([NH:8][C:9]3[CH:18]=[CH:17][CH:16]=[CH:15][C:10]=3[C:11]([NH:13][CH3:14])=[O:12])=[CH:7][C:2]([NH:29][C:28]3[N:24]([CH2:22][CH3:23])[N:25]=[C:26]([CH3:30])[CH:27]=3)=[N:3][CH:4]=2)[CH2:21][CH2:20]1. The yield is 0.200. (4) The product is [C:11]1([CH3:20])[CH:16]=[CH:15][CH:14]=[CH:13][C:12]=1[NH:17][C:18](=[O:19])[NH:1][C:2]1[S:3][CH:4]=[C:5]([CH2:7][C:8]([OH:10])=[O:9])[N:6]=1. The catalyst is CC(C)=O. The yield is 0.660. The reactants are [NH2:1][C:2]1[S:3][CH:4]=[C:5]([CH2:7][C:8]([OH:10])=[O:9])[N:6]=1.[C:11]1([CH3:20])[C:12]([N:17]=[C:18]=[O:19])=[CH:13][CH:14]=[CH:15][CH:16]=1. (5) The yield is 0.530. The catalyst is C(O)(C)C. The reactants are C(OC([NH:8][C:9]1[CH:14]=[C:13]([C:15]2[S:16][C:17]([Cl:32])=[CH:18][C:19]=2[NH:20][C:21]([O:23][C@@H:24]([C:26]2[CH:31]=[CH:30][CH:29]=[CH:28][CH:27]=2)[CH3:25])=[O:22])[CH:12]=[CH:11][C:10]=1[C:33]1[CH:38]=[CH:37][C:36]([C:39]2([C:42]([OH:44])=[O:43])[CH2:41][CH2:40]2)=[CH:35][CH:34]=1)=O)(C)(C)C.Cl.O1CCOCC1.O. The product is [NH2:8][C:9]1[CH:14]=[C:13]([C:15]2[S:16][C:17]([Cl:32])=[CH:18][C:19]=2[NH:20][C:21]([O:23][C@@H:24]([C:26]2[CH:31]=[CH:30][CH:29]=[CH:28][CH:27]=2)[CH3:25])=[O:22])[CH:12]=[CH:11][C:10]=1[C:33]1[CH:34]=[CH:35][C:36]([C:39]2([C:42]([OH:44])=[O:43])[CH2:40][CH2:41]2)=[CH:37][CH:38]=1. (6) The reactants are O[CH:2]([C:38]1[CH:39]=[N:40][C:41]([C:44]([F:47])([F:46])[F:45])=[CH:42][CH:43]=1)[C:3]1[C:12]2[C:11](=[O:13])[N:10]([CH2:14][CH2:15][CH2:16][O:17]C3CCCCO3)[C:9](=[O:24])[N:8]([CH3:25])[C:7]=2[N:6]=[CH:5][C:4]=1[O:26][C:27]1[CH:32]=[CH:31][CH:30]=[C:29]([O:33][C:34]([F:37])([F:36])[F:35])[CH:28]=1.O[Li].O. The catalyst is C(O)=O.[Zn]. The product is [OH:17][CH2:16][CH2:15][CH2:14][N:10]1[C:11](=[O:13])[C:12]2[C:3]([CH2:2][C:38]3[CH:39]=[N:40][C:41]([C:44]([F:47])([F:46])[F:45])=[CH:42][CH:43]=3)=[C:4]([O:26][C:27]3[CH:32]=[CH:31][CH:30]=[C:29]([O:33][C:34]([F:35])([F:36])[F:37])[CH:28]=3)[CH:5]=[N:6][C:7]=2[N:8]([CH3:25])[C:9]1=[O:24]. The yield is 0.294.